From a dataset of Full USPTO retrosynthesis dataset with 1.9M reactions from patents (1976-2016). Predict the reactants needed to synthesize the given product. Given the product [N:23]1([C:29]([N:4]2[CH2:5][C:6]3[CH:11]=[CH:10][C:9]([C:12]([O:14][CH3:15])=[O:13])=[CH:8][C:7]=3[O:1][CH2:2][CH2:3]2)=[O:30])[CH2:28][CH2:27][CH2:26][CH2:25][CH2:24]1, predict the reactants needed to synthesize it. The reactants are: [O:1]1[C:7]2[CH:8]=[C:9]([C:12]([O:14][CH3:15])=[O:13])[CH:10]=[CH:11][C:6]=2[CH2:5][NH:4][CH2:3][CH2:2]1.CCN(CC)CC.[N:23]1([C:29](Cl)=[O:30])[CH2:28][CH2:27][CH2:26][CH2:25][CH2:24]1.